Dataset: Catalyst prediction with 721,799 reactions and 888 catalyst types from USPTO. Task: Predict which catalyst facilitates the given reaction. (1) Reactant: [CH:1]([C:3]1[CH:8]=[CH:7][C:6](/[C:9](/[C:26]2[CH:31]=[CH:30][C:29]([C:32]([F:35])([F:34])[F:33])=[CH:28][CH:27]=2)=[CH:10]\[CH:11]=[CH:12]\[C:13]([NH:15][C:16]2[CH:25]=[CH:24][CH:23]=[C:22]3[C:17]=2[CH:18]=[CH:19][N:20]=[CH:21]3)=[O:14])=[CH:5][CH:4]=1)=O.[NH:36]1[CH2:40][CH2:39][CH2:38][CH2:37]1.C(O[BH-](OC(=O)C)OC(=O)C)(=O)C.[Na+].O. Product: [CH:21]1[C:22]2[C:17](=[C:16]([NH:15][C:13](=[O:14])/[CH:12]=[CH:11]/[CH:10]=[C:9](\[C:6]3[CH:7]=[CH:8][C:3]([CH2:1][N:36]4[CH2:40][CH2:39][CH2:38][CH2:37]4)=[CH:4][CH:5]=3)/[C:26]3[CH:31]=[CH:30][C:29]([C:32]([F:33])([F:34])[F:35])=[CH:28][CH:27]=3)[CH:25]=[CH:24][CH:23]=2)[CH:18]=[CH:19][N:20]=1. The catalyst class is: 4. (2) Reactant: [BH4-].[Na+].CO[CH:5]([O:13]C)[C:6]1[Se:10][CH:9]=[C:8]([CH:11]=[O:12])[CH:7]=1.[C:15]([O:18]CC)(=[O:17])[CH3:16]. Product: [CH:11]([C:8]1[Se:9][CH:10]=[C:6]([CH2:5][O:13][CH2:16][C:15]([OH:18])=[O:17])[CH:7]=1)=[O:12]. The catalyst class is: 5.